This data is from Forward reaction prediction with 1.9M reactions from USPTO patents (1976-2016). The task is: Predict the product of the given reaction. (1) Given the reactants FC1C=C(F)C=CC=1CNC1C(C2C=CC(F)=CC=2F)=CN=C([N:20]2[CH2:25][CH2:24][CH:23]([N:26]3[CH2:31][C@H:30]([CH3:32])[CH2:29][C@H:28]([CH3:33])[CH2:27]3)[CH2:22][CH2:21]2)N=1.ClC1N=C(NCC2C=CC(F)=CC=2F)C(C2C=CC(F)=CC=2F)=CN=1, predict the reaction product. The product is: [CH3:33][C@H:28]1[CH2:29][C@@H:30]([CH3:32])[CH2:31][N:26]([CH:23]2[CH2:24][CH2:25][NH:20][CH2:21][CH2:22]2)[CH2:27]1. (2) Given the reactants [C:1]([O:5][C:6](=[O:35])[NH:7][C@H:8]1[CH2:13][CH2:12][CH2:11][N:10]([C:14]2[CH:19]=[CH:18][C:17]([NH:20][C:21]3[C:30]4[C:25](=[CH:26][CH:27]=[C:28](Cl)[N:29]=4)[N:24]=[CH:23][C:22]=3[C:32](=[O:34])[CH3:33])=[CH:16][N:15]=2)[CH2:9]1)([CH3:4])([CH3:3])[CH3:2].[Cl:36][C:37]1[CH:42]=[C:41](B2OC(C)(C)C(C)(C)O2)[CH:40]=[C:39]([F:52])[C:38]=1[OH:53], predict the reaction product. The product is: [C:1]([O:5][C:6](=[O:35])[NH:7][C@H:8]1[CH2:13][CH2:12][CH2:11][N:10]([C:14]2[CH:19]=[CH:18][C:17]([NH:20][C:21]3[C:30]4[C:25](=[CH:26][CH:27]=[C:28]([C:41]5[CH:40]=[C:39]([F:52])[C:38]([OH:53])=[C:37]([Cl:36])[CH:42]=5)[N:29]=4)[N:24]=[CH:23][C:22]=3[C:32](=[O:34])[CH3:33])=[CH:16][N:15]=2)[CH2:9]1)([CH3:3])([CH3:2])[CH3:4]. (3) Given the reactants [O:1]=[C:2]([O-:11])[C@@H:3]([C@@H:5]([C@@H:7]([CH2:9][OH:10])[OH:8])[OH:6])[OH:4].[Na+].O=C([O-])[C@@H]([C@@H]([C@@H](CO)O)O)O.O=C[C@@H]([C@@H](CO)O)O.C(O)[C@@H]([C@@H](CO)O)O.[BH4-].[Na+], predict the reaction product. The product is: [O:1]=[C:2]([OH:11])[C@@H:3]([C@@H:5]([C@@H:7]([CH2:9][OH:10])[OH:8])[OH:6])[OH:4]. (4) The product is: [F:25][C:3]1[C:4]([N:9]([CH2:16][C:17]2[CH:18]=[CH:19][C:20]([O:23][CH3:24])=[CH:21][CH:22]=2)[S:10]([CH2:13][CH2:14][CH3:15])(=[O:12])=[O:11])=[CH:5][CH:6]=[C:7]([F:8])[C:2]=1[NH:1][C:49]([C:46]1[S:47][N:48]=[C:41]2[C:40]([NH:39][CH2:37][CH3:38])=[N:45][CH:44]=[N:43][C:42]=12)=[O:50]. Given the reactants [NH2:1][C:2]1[C:3]([F:25])=[C:4]([N:9]([CH2:16][C:17]2[CH:22]=[CH:21][C:20]([O:23][CH3:24])=[CH:19][CH:18]=2)[S:10]([CH2:13][CH2:14][CH3:15])(=[O:12])=[O:11])[CH:5]=[CH:6][C:7]=1[F:8].C1(C)C=CC=CC=1.C[Al](C)C.[CH2:37]([NH:39][C:40]1[C:41]2[C:42](=[C:46]([C:49](OCC)=[O:50])[S:47][N:48]=2)[N:43]=[CH:44][N:45]=1)[CH3:38], predict the reaction product. (5) Given the reactants CC1C=CC(S(O[CH2:12][C@@H:13]([C:15]2[C:16]([Br:26])=[C:17]3[C:22](=[CH:23][C:24]=2[CH3:25])[N:21]=[CH:20][CH:19]=[CH:18]3)[OH:14])(=O)=O)=CC=1.CC(C)([O-])C.[K+], predict the reaction product. The product is: [Br:26][C:16]1[C:15]([C@@H:13]2[CH2:12][O:14]2)=[C:24]([CH3:25])[CH:23]=[C:22]2[C:17]=1[CH:18]=[CH:19][CH:20]=[N:21]2. (6) Given the reactants [CH3:1][O:2][C:3](=[O:10])[CH2:4][C:5](=[CH2:9])[C:6]([O-])=[O:7].C(N=C=N)C.[CH2:16]([NH:19][CH2:20][C:21]1[CH:26]=[CH:25][CH:24]=[CH:23][CH:22]=1)[CH:17]=[CH2:18], predict the reaction product. The product is: [CH3:1][O:2][C:3](=[O:10])[CH2:4][C:5]([C:6](=[O:7])[N:19]([CH2:16][CH:17]=[CH2:18])[CH2:20][C:21]1[CH:22]=[CH:23][CH:24]=[CH:25][CH:26]=1)=[CH2:9].